Task: Binary Classification. Given a drug SMILES string, predict its activity (active/inactive) in a high-throughput screening assay against a specified biological target.. Dataset: KCNQ2 potassium channel screen with 302,405 compounds (1) The result is 1 (active). The drug is Fc1cc(NC(=O)COC(=O)c2c(oc(c2)C)C)ccc1F. (2) The drug is Clc1ccc(N2C(=N/C(C2=O)=C/c2ccc([N+]([O-])=O)cc2)C)cc1. The result is 0 (inactive). (3) The molecule is O(C1CCN(CC1)C(=O)c1noc(c1)COc1ccc(cc1)C(=O)C)c1c(cccc1)C. The result is 0 (inactive).